Dataset: Reaction yield outcomes from USPTO patents with 853,638 reactions. Task: Predict the reaction yield, written as a fraction of the theoretical maximum amount of product (1.0 means a 100% yield; for example, 0.34 means a 34% yield). (1) The reactants are [CH3:1][O:2][C:3]1[CH:8]=[CH:7][CH:6]=[CH:5][C:4]=1[C:9]1[N:14]=[CH:13][N:12]=[C:11]([NH:15][NH2:16])[CH:10]=1.[CH3:17][C:18]([C:20]1[CH:25]=[CH:24][C:23]([N:26]([CH3:28])[CH3:27])=[CH:22][CH:21]=1)=O. The catalyst is C(O)C. The product is [CH3:1][O:2][C:3]1[CH:8]=[CH:7][CH:6]=[CH:5][C:4]=1[C:9]1[N:14]=[CH:13][N:12]=[C:11]([NH:15][N:16]=[C:18]([C:20]2[CH:25]=[CH:24][C:23]([N:26]([CH3:28])[CH3:27])=[CH:22][CH:21]=2)[CH3:17])[CH:10]=1. The yield is 0.700. (2) The reactants are [CH3:1][O:2][C:3](=[O:22])[CH:4]([N:6]1[CH2:11][CH2:10][N:9]([C:12]2[CH:17]=[CH:16][C:15]([C:18]([F:21])([F:20])[F:19])=[CH:14][N:13]=2)[CH2:8][CH2:7]1)[CH3:5].[CH:23](NC(C)C)(C)C.[Li].CI. The catalyst is C1COCC1. The product is [CH3:1][O:2][C:3](=[O:22])[C:4]([CH3:23])([N:6]1[CH2:7][CH2:8][N:9]([C:12]2[CH:17]=[CH:16][C:15]([C:18]([F:20])([F:21])[F:19])=[CH:14][N:13]=2)[CH2:10][CH2:11]1)[CH3:5]. The yield is 0.817. (3) The reactants are [OH-].[K+].CS(C)=O.[F:7][C:8]1[C:9]([O:18][CH3:19])=[C:10]2[C:14](=[CH:15][CH:16]=1)[NH:13][N:12]=[C:11]2[NH2:17].Cl[CH2:21][C:22]1[CH:23]=[C:24]([CH:27]=[CH:28][CH:29]=1)[C:25]#[N:26]. The catalyst is O. The product is [NH2:17][C:11]1[C:10]2[C:14](=[CH:15][CH:16]=[C:8]([F:7])[C:9]=2[O:18][CH3:19])[N:13]([CH2:21][C:22]2[CH:23]=[C:24]([CH:27]=[CH:28][CH:29]=2)[C:25]#[N:26])[N:12]=1. The yield is 0.480. (4) The reactants are [SH:1][C:2]1[NH:10][C:9]2[C:4](=[N:5][CH:6]=[N:7][C:8]=2[NH2:11])[N:3]=1.CC1C=CC2C=CC3C=CC(C)=NC=3C=2N=1.O.O(C(C)(C)C)[Na].[Cl:35][C:36]1[CH:37]=[C:38](I)[CH:39]=[C:40]([Cl:42])[CH:41]=1. The catalyst is [Cu]I.CN(C=O)C. The product is [Cl:35][C:36]1[CH:37]=[C:38]([S:1][C:2]2[NH:3][C:4]3[C:9]([N:10]=2)=[C:8]([NH2:11])[N:7]=[CH:6][N:5]=3)[CH:39]=[C:40]([Cl:42])[CH:41]=1. The yield is 0.440. (5) The reactants are Br[C:2]1[S:3][C:4]([C:7]([O:9][CH3:10])=[O:8])=[CH:5][N:6]=1.[NH2:11][CH2:12][CH2:13][N:14]1[CH2:19][CH2:18][NH:17][CH2:16][CH2:15]1.C(=O)([O-])[O-].[K+].[K+]. The catalyst is C(#N)C. The product is [CH3:10][O:9][C:7]([C:4]1[S:3][C:2]([N:17]2[CH2:18][CH2:19][N:14]([CH2:13][CH2:12][NH2:11])[CH2:15][CH2:16]2)=[N:6][CH:5]=1)=[O:8]. The yield is 0.652. (6) The reactants are Cl[CH2:2][C:3]([NH:5][C@@H:6]([CH3:9])[CH2:7][OH:8])=[O:4].[I-].[K+].C(=O)([O-])[O-].[Cs+].[Cs+].[N+:18]([C:21]1[CH:22]=[N:23][NH:24][CH:25]=1)([O-:20])=[O:19]. The catalyst is C(#N)C.O. The product is [OH:8][CH2:7][C@@H:6]([NH:5][C:3](=[O:4])[CH2:2][N:23]1[CH:22]=[C:21]([N+:18]([O-:20])=[O:19])[CH:25]=[N:24]1)[CH3:9]. The yield is 0.640. (7) The reactants are [C:1]([NH:4][C@@H:5]([CH2:10][S:11][CH2:12][C:13]([N:15]1[CH2:18][C:17]([N+:22]([O-:24])=[O:23])([N+:19]([O-:21])=[O:20])[CH2:16]1)=[O:14])[C:6]([O:8]C)=[O:7])(=[O:3])[CH3:2].[Li+].[OH-].Cl. The catalyst is CO.O. The product is [C:1]([NH:4][C@@H:5]([CH2:10][S:11][CH2:12][C:13]([N:15]1[CH2:18][C:17]([N+:22]([O-:24])=[O:23])([N+:19]([O-:21])=[O:20])[CH2:16]1)=[O:14])[C:6]([OH:8])=[O:7])(=[O:3])[CH3:2]. The yield is 0.640. (8) The catalyst is C(Cl)Cl. The yield is 0.572. The reactants are Cl.[F:2][C@@:3]12[C@:16]3([CH3:17])[C:11](=[CH:12][C:13](=[O:18])[CH:14]=[CH:15]3)[C@@H:10]([F:19])[CH2:9][C@H:8]1[C@@H:7]1[CH2:20][C@@H:21]3[C@:25]([C:26](=[O:32])[CH2:27][O:28][C:29](=[O:31])[CH3:30])([C@@:6]1([CH3:33])[CH2:5][C@@H:4]2[OH:34])[CH2:24][NH:23][CH2:22]3.C(N(CC)CC)C.Cl[CH2:43][C:44]1[CH:49]=[CH:48][CH:47]=[C:46]([CH3:50])[CH:45]=1.CC1C=C(C=CC=1)CBr. The product is [F:2][C@@:3]12[C@:16]3([CH3:17])[C:11](=[CH:12][C:13](=[O:18])[CH:14]=[CH:15]3)[C@@H:10]([F:19])[CH2:9][C@H:8]1[C@@H:7]1[CH2:20][C@@H:21]3[C@:25]([C:26](=[O:32])[CH2:27][O:28][C:29](=[O:31])[CH3:30])([C@@:6]1([CH3:33])[CH2:5][C@@H:4]2[OH:34])[CH2:24][N:23]([CH2:43][C:44]1[CH:49]=[CH:48][CH:47]=[C:46]([CH3:50])[CH:45]=1)[CH2:22]3. (9) The reactants are Br[C:2]1[CH:11]=[CH:10][C:9]2[C:4](=[CH:5][C:6]([O:12][C@H:13]3[CH2:18][CH2:17][C@@H:16]([C:19]([F:22])([F:21])[F:20])[CH2:15][CH2:14]3)=[CH:7][CH:8]=2)[CH:3]=1.[Li]CCCC.CN([CH:31]=[O:32])C. The catalyst is C1COCC1. The product is [F:22][C:19]([F:21])([F:20])[C@@H:16]1[CH2:15][CH2:14][C@H:13]([O:12][C:6]2[CH:5]=[C:4]3[C:9]([CH:10]=[CH:11][C:2]([CH:31]=[O:32])=[CH:3]3)=[CH:8][CH:7]=2)[CH2:18][CH2:17]1. The yield is 0.550. (10) The reactants are [CH2:1]([O:3][C:4]([C:6]1[C:15](=O)[C:14]2[C:9](=[CH:10][CH:11]=[C:12]([O:17][CH3:18])[N:13]=2)[NH:8][CH:7]=1)=[O:5])[CH3:2].P(Br)(Br)[Br:20].O.C(=O)([O-])[O-].[Na+].[Na+]. The catalyst is CN(C=O)C. The product is [CH2:1]([O:3][C:4]([C:6]1[CH:7]=[N:8][C:9]2[C:14]([C:15]=1[Br:20])=[N:13][C:12]([O:17][CH3:18])=[CH:11][CH:10]=2)=[O:5])[CH3:2]. The yield is 0.900.